Dataset: Full USPTO retrosynthesis dataset with 1.9M reactions from patents (1976-2016). Task: Predict the reactants needed to synthesize the given product. (1) Given the product [CH3:20][O:5][C:4](=[O:6])[CH2:3][CH:2]([NH2:1])[C:7]1[CH:12]=[CH:11][CH:10]=[C:9]([N+:13]([O-:15])=[O:14])[CH:8]=1, predict the reactants needed to synthesize it. The reactants are: [NH2:1][CH:2]([C:7]1[CH:12]=[CH:11][CH:10]=[C:9]([N+:13]([O-:15])=[O:14])[CH:8]=1)[CH2:3][C:4]([OH:6])=[O:5].S(Cl)(Cl)=O.[CH3:20]O. (2) Given the product [Br:5][CH2:2][CH2:27][C:28]1[CH:40]=[CH:39][C:31]([C:32]([O:34][C:35]([CH3:36])([CH3:38])[CH3:37])=[O:33])=[CH:30][CH:29]=1, predict the reactants needed to synthesize it. The reactants are: Br[C:2]([Br:5])(Br)Br.C1(P(C2C=CC=CC=2)C2C=CC=CC=2)C=CC=CC=1.OC[CH2:27][C:28]1[CH:40]=[CH:39][C:31]([C:32]([O:34][C:35]([CH3:38])([CH3:37])[CH3:36])=[O:33])=[CH:30][CH:29]=1. (3) The reactants are: [C:1]1([C:7]2[CH:8]=[N:9][CH:10]=[CH:11][CH:12]=2)[CH:6]=[CH:5][CH:4]=[CH:3][CH:2]=1.[OH:13]O. Given the product [C:1]1([C:7]2[CH:8]=[N+:9]([O-:13])[CH:10]=[CH:11][CH:12]=2)[CH:2]=[CH:3][CH:4]=[CH:5][CH:6]=1, predict the reactants needed to synthesize it.